The task is: Predict the product of the given reaction.. This data is from Forward reaction prediction with 1.9M reactions from USPTO patents (1976-2016). (1) Given the reactants CS([O:5][CH2:6][CH2:7][CH2:8][CH2:9][CH2:10][CH2:11][CH2:12][O:13][C:14]1[CH:19]=[CH:18][CH:17]=[CH:16][CH:15]=1)(=O)=O.[C:20](O)(=[O:27])[C:21]1[CH:26]=[CH:25][CH:24]=[N:23][CH:22]=1.C(=O)([O-])[O-].[K+].[K+], predict the reaction product. The product is: [C:20]([O:5][CH2:6][CH2:7][CH2:8][CH2:9][CH2:10][CH2:11][CH2:12][O:13][C:14]1[CH:19]=[CH:18][CH:17]=[CH:16][CH:15]=1)(=[O:27])[C:21]1[CH:26]=[CH:25][CH:24]=[N:23][CH:22]=1. (2) Given the reactants C1([C:11]2[CH:12]=[CH:13][N:14]3[C:19]([CH:20]=2)=[CH:18][CH:17]=[C:16]([C:21]([OH:23])=[O:22])[C:15]3=[O:24])C2C(=CC=CC=2)C=CC=1.O1C(C2C=CN3C(C=2)=CC=C(C(O)=O)C3=O)=CC2C=CC=CC1=2.[Mg], predict the reaction product. The product is: [O:24]=[C:15]1[N:14]2[C:19]([CH:20]=[CH:11][CH:12]=[CH:13]2)=[CH:18][CH:17]=[C:16]1[C:21]([OH:23])=[O:22]. (3) Given the reactants C1(C2(C(O)=[O:13])CCCC2)C=CC=CC=1.[F:15][C:16]([F:34])([F:33])[C:17]1[CH:18]=[C:19]([CH:30]=[CH:31][CH:32]=1)[CH2:20][N:21]1[CH2:25][C@H:24]2[C@@H:26]([NH2:29])[CH2:27][CH2:28][C@H:23]2[CH2:22]1.[CH2:35](N1C[C@H]2C(N)CC[C@H]2C1)[C:36]1[CH:41]=[CH:40][CH:39]=[CH:38][CH:37]=1, predict the reaction product. The product is: [F:34][C:16]([F:33])([F:15])[C:17]1[CH:18]=[C:19]([CH:30]=[CH:31][CH:32]=1)[CH2:20][N:21]1[CH2:25][C@H:24]2[C@@H:26]([NH:29][C:35]([CH:36]3[CH2:41][CH2:40][CH2:39][CH2:38][CH2:37]3)=[O:13])[CH2:27][CH2:28][C@H:23]2[CH2:22]1. (4) Given the reactants [CH3:1][NH2:2].Br[CH2:4][CH2:5][C:6]1[CH:11]=[CH:10][C:9]([Cl:12])=[CH:8][C:7]=1[N+:13]([O-:15])=[O:14], predict the reaction product. The product is: [Cl:12][C:9]1[CH:10]=[CH:11][C:6]([CH2:5][CH2:4][NH:2][CH3:1])=[C:7]([N+:13]([O-:15])=[O:14])[CH:8]=1. (5) Given the reactants Br[C:2]1[CH:8]=[CH:7][C:5]([NH2:6])=[C:4]([F:9])[CH:3]=1.[CH3:10][S:11]([O-:13])=[O:12].[Na+].N1CCC[C@H]1C(O)=O.[OH-].[Na+], predict the reaction product. The product is: [F:9][C:4]1[CH:3]=[C:2]([S:11]([CH3:10])(=[O:13])=[O:12])[CH:8]=[CH:7][C:5]=1[NH2:6]. (6) Given the reactants [O:1]1[CH2:6][CH2:5][O:4][CH2:3][CH:2]1[C:7](=O)[CH3:8].[CH3:10][O:11][C:12]1[CH:17]=[CH:16][C:15]([CH2:18][NH2:19])=[CH:14][CH:13]=1.C(O[BH-](OC(=O)C)OC(=O)C)(=O)C.[Na+], predict the reaction product. The product is: [O:1]1[CH2:6][CH2:5][O:4][CH2:3][CH:2]1[CH:7]([NH:19][CH2:18][C:15]1[CH:16]=[CH:17][C:12]([O:11][CH3:10])=[CH:13][CH:14]=1)[CH3:8]. (7) Given the reactants [NH2:1][N:2]1[C:11](=[O:12])[C:10]2[C:5](=[C:6]([O:15][CH3:16])[C:7](F)=[C:8]([F:13])[CH:9]=2)[N:4]([CH:17]2[CH2:19][CH2:18]2)[C:3]1=[O:20].[C:21]([O:25][C:26](=[O:36])[NH:27][CH:28]1[CH:35]2[CH:31]([CH2:32][NH:33][CH2:34]2)[CH2:30][CH2:29]1)([CH3:24])([CH3:23])[CH3:22].O, predict the reaction product. The product is: [C:21]([O:25][C:26](=[O:36])[NH:27][CH:28]1[CH:35]2[CH:31]([CH2:32][N:33]([C:7]3[C:6]([O:15][CH3:16])=[C:5]4[C:10]([C:11](=[O:12])[N:2]([NH2:1])[C:3](=[O:20])[N:4]4[CH:17]4[CH2:19][CH2:18]4)=[CH:9][C:8]=3[F:13])[CH2:34]2)[CH2:30][CH2:29]1)([CH3:24])([CH3:22])[CH3:23].